From a dataset of Full USPTO retrosynthesis dataset with 1.9M reactions from patents (1976-2016). Predict the reactants needed to synthesize the given product. Given the product [C:1]1([CH2:7][N:8]2[CH2:13][CH2:12][CH:11]([CH2:14][NH:15][CH2:18][CH2:17][C:16]#[N:19])[CH2:10][CH2:9]2)[CH:2]=[CH:3][CH:4]=[CH:5][CH:6]=1, predict the reactants needed to synthesize it. The reactants are: [C:1]1([CH2:7][N:8]2[CH2:13][CH2:12][CH:11]([CH2:14][NH2:15])[CH2:10][CH2:9]2)[CH:6]=[CH:5][CH:4]=[CH:3][CH:2]=1.[C:16](#[N:19])[CH:17]=[CH2:18].